This data is from Reaction yield outcomes from USPTO patents with 853,638 reactions. The task is: Predict the reaction yield, written as a fraction of the theoretical maximum amount of product (1.0 means a 100% yield; for example, 0.34 means a 34% yield). (1) The reactants are C([O:3][C:4]([C:6]1[C:7]([C:11]2[CH:16]=[CH:15][C:14]([F:17])=[CH:13][N:12]=2)=[N:8][O:9][CH:10]=1)=O)C.[H-].[Al+3].[Li+].[H-].[H-].[H-].O.[OH-].[Na+]. The catalyst is C1COCC1. The product is [F:17][C:14]1[CH:15]=[CH:16][C:11]([C:7]2[C:6]([CH2:4][OH:3])=[CH:10][O:9][N:8]=2)=[N:12][CH:13]=1. The yield is 0.300. (2) The reactants are [C:1]1(=[O:7])[O:6][C:4](=[O:5])[CH2:3][CH2:2]1.[CH3:8][O:9][C:10]1[CH:11]=[C:12]([C@H:20]2[C@H:29]3[C:30]([O:32][CH2:33][C@@H:28]3[C@@H:27]([OH:34])[C:26]3[CH:25]=[C:24]4[O:35][CH2:36][O:37][C:23]4=[CH:22][C:21]2=3)=[O:31])[CH:13]=[C:14]([O:18][CH3:19])[C:15]=1[O:16][CH3:17]. The catalyst is N1C=CC=CC=1. The product is [CH3:19][O:18][C:14]1[CH:13]=[C:12]([C@H:20]2[C@H:29]3[C:30]([O:32][CH2:33][C@@H:28]3[C@@H:27]([O:34][C:1]([CH2:2][CH2:3][C:4]([OH:6])=[O:5])=[O:7])[C:26]3[CH:25]=[C:24]4[O:35][CH2:36][O:37][C:23]4=[CH:22][C:21]2=3)=[O:31])[CH:11]=[C:10]([O:9][CH3:8])[C:15]=1[O:16][CH3:17]. The yield is 0.800. (3) The reactants are [Cl:1][C:2]1[N:7]=[C:6]([NH2:8])[C:5]([CH3:9])=[CH:4][N:3]=1.Br[C:11]1[CH:16]=[CH:15][C:14]([Cl:17])=[C:13]([CH3:18])[CH:12]=1.CC1(C)C2C(=C(P(C3C=CC=CC=3)C3C=CC=CC=3)C=CC=2)OC2C(P(C3C=CC=CC=3)C3C=CC=CC=3)=CC=CC1=2.C(=O)([O-])[O-].[Cs+].[Cs+]. The catalyst is O1CCOCC1.C1C=CC(/C=C/C(/C=C/C2C=CC=CC=2)=O)=CC=1.C1C=CC(/C=C/C(/C=C/C2C=CC=CC=2)=O)=CC=1.C1C=CC(/C=C/C(/C=C/C2C=CC=CC=2)=O)=CC=1.[Pd].[Pd]. The product is [Cl:17][C:14]1[CH:15]=[CH:16][C:11]([NH:8][C:6]2[C:5]([CH3:9])=[CH:4][N:3]=[C:2]([Cl:1])[N:7]=2)=[CH:12][C:13]=1[CH3:18]. The yield is 0.380. (4) The reactants are [F:1][C:2]1[C:3]([NH:21][C:22]2[CH:27]=[CH:26][C:25]([I:28])=[CH:24][C:23]=2[F:29])=[C:4]([C:9]([N:11]2[CH2:14][C:13]([C:16]([CH3:20])([CH3:19])[CH2:17][OH:18])([OH:15])[CH2:12]2)=[O:10])[CH:5]=[CH:6][C:7]=1[F:8].CC(OI1(OC(C)=O)(OC(C)=O)OC(=O)C2C=CC=CC1=2)=O.S([O-])([O-])(=O)=S.[Na+].[Na+].C(=O)(O)[O-].[Na+]. The catalyst is ClCCl. The product is [F:1][C:2]1[C:3]([NH:21][C:22]2[CH:27]=[CH:26][C:25]([I:28])=[CH:24][C:23]=2[F:29])=[C:4]([C:9]([N:11]2[CH2:12][C:13]([C:16]([CH3:20])([CH3:19])[CH:17]=[O:18])([OH:15])[CH2:14]2)=[O:10])[CH:5]=[CH:6][C:7]=1[F:8]. The yield is 0.530.